Dataset: Full USPTO retrosynthesis dataset with 1.9M reactions from patents (1976-2016). Task: Predict the reactants needed to synthesize the given product. Given the product [C:1]1([C:7]2[C:16]3[CH2:17][CH2:18][N:19]([C:20]([O:22][C:1]([CH3:7])([CH3:6])[CH3:2])=[O:21])[C:15]=3[C:14]3[CH:13]=[CH:12][CH:11]=[CH:10][C:9]=3[N:8]=2)[CH:6]=[CH:5][CH:4]=[CH:3][CH:2]=1, predict the reactants needed to synthesize it. The reactants are: [C:1]1([CH:7]2[CH:16]3[CH2:17][CH2:18][N:19]([C:20]([O-:22])=[O:21])[CH:15]3[C:14]3[CH:13]=[CH:12][CH:11]=[CH:10][C:9]=3[NH:8]2)[CH:6]=[CH:5][CH:4]=[CH:3][CH:2]=1.